This data is from Peptide-MHC class II binding affinity with 134,281 pairs from IEDB. The task is: Regression. Given a peptide amino acid sequence and an MHC pseudo amino acid sequence, predict their binding affinity value. This is MHC class II binding data. (1) The peptide sequence is EKKYFAATQFEPLAM. The MHC is DRB1_0701 with pseudo-sequence DRB1_0701. The binding affinity (normalized) is 0.408. (2) The peptide sequence is TKVIMGAVLIWVGIN. The MHC is DRB1_0802 with pseudo-sequence DRB1_0802. The binding affinity (normalized) is 0. (3) The peptide sequence is STNIRQAGVQYSR. The MHC is DRB1_0101 with pseudo-sequence DRB1_0101. The binding affinity (normalized) is 0.405. (4) The peptide sequence is NKAGVRIYVDIVLNH. The MHC is HLA-DQA10501-DQB10201 with pseudo-sequence HLA-DQA10501-DQB10201. The binding affinity (normalized) is 0.288.